Predict the reactants needed to synthesize the given product. From a dataset of Full USPTO retrosynthesis dataset with 1.9M reactions from patents (1976-2016). (1) Given the product [Br:7][C:8]1[CH:13]=[C:12]([F:14])[C:11]2[N:15]=[C:16]([CH3:17])[N:18]([CH:19]([CH3:21])[CH3:20])[C:10]=2[CH:9]=1, predict the reactants needed to synthesize it. The reactants are: CC(C)([O-])C.[K+].[Br:7][C:8]1[CH:13]=[C:12]([F:14])[C:11]([NH:15][C:16](=[N:18][CH:19]([CH3:21])[CH3:20])[CH3:17])=[C:10](F)[CH:9]=1.C(Cl)Cl. (2) Given the product [C:3]([C:5]1[C:10]([C:11]2[N:15]([S:46]([C:43]3[CH:44]=[CH:45][S:41][CH:42]=3)(=[O:48])=[O:47])[CH:14]=[C:13]([CH2:16][N:17]([CH3:25])[C:18](=[O:24])[O:19][C:20]([CH3:21])([CH3:22])[CH3:23])[CH:12]=2)=[CH:9][CH:8]=[CH:7][N:6]=1)#[N:4], predict the reactants needed to synthesize it. The reactants are: [H-].[Na+].[C:3]([C:5]1[C:10]([C:11]2[NH:15][CH:14]=[C:13]([CH2:16][N:17]([CH3:25])[C:18](=[O:24])[O:19][C:20]([CH3:23])([CH3:22])[CH3:21])[CH:12]=2)=[CH:9][CH:8]=[CH:7][N:6]=1)#[N:4].C1OCCOCCOCCOCCOC1.[S:41]1[CH:45]=[CH:44][C:43]([S:46](Cl)(=[O:48])=[O:47])=[CH:42]1.[Cl-].[NH4+]. (3) Given the product [O:1]=[C:2]1[C:10]2[N:9]([CH2:11][C:12]3[CH:17]=[C:16]([O:18][CH3:19])[C:15]([O:20][CH3:21])=[C:14]([O:22][CH3:23])[CH:13]=3)[CH:8]=[C:7]([C:24]3[CH:31]=[CH:30][C:27]([C:28]([NH2:29])=[O:34])=[CH:26][CH:25]=3)[C:6]=2[CH2:5][CH2:4][CH2:3]1, predict the reactants needed to synthesize it. The reactants are: [O:1]=[C:2]1[C:10]2[N:9]([CH2:11][C:12]3[CH:17]=[C:16]([O:18][CH3:19])[C:15]([O:20][CH3:21])=[C:14]([O:22][CH3:23])[CH:13]=3)[CH:8]=[C:7]([C:24]3[CH:31]=[CH:30][C:27]([C:28]#[N:29])=[CH:26][CH:25]=3)[C:6]=2[CH2:5][CH2:4][CH2:3]1.C([OH:34])C.OO.[OH-].[Na+].